This data is from Catalyst prediction with 721,799 reactions and 888 catalyst types from USPTO. The task is: Predict which catalyst facilitates the given reaction. (1) Reactant: CCN=C=NCCCN(C)C.C1C=C2N=NN(O)C2=CC=1.O.[C:23]([CH2:25][C:26]([OH:28])=O)#[N:24].[CH3:29][C:30]([CH3:55])([CH3:54])[C:31]([C:33]1[C:41]2[C:36](=[N:37][CH:38]=[C:39]([C:42]3[CH:47]=[CH:46][CH:45]=[C:44]([N:48]4[CH2:53][CH2:52][NH:51][CH2:50][CH2:49]4)[CH:43]=3)[N:40]=2)[NH:35][CH:34]=1)=[O:32].C(N(C(C)C)CC)(C)C. Product: [CH3:29][C:30]([CH3:55])([CH3:54])[C:31]([C:33]1[C:41]2[C:36](=[N:37][CH:38]=[C:39]([C:42]3[CH:43]=[C:44]([N:48]4[CH2:53][CH2:52][N:51]([C:26](=[O:28])[CH2:25][C:23]#[N:24])[CH2:50][CH2:49]4)[CH:45]=[CH:46][CH:47]=3)[N:40]=2)[NH:35][CH:34]=1)=[O:32]. The catalyst class is: 4. (2) Reactant: Br[C:2]1[CH:11]=[C:10]2[C:5]([CH:6]=[C:7]([Cl:12])[CH:8]=[N:9]2)=[CH:4][CH:3]=1.[B:13]1([B:13]2[O:17][C:16]([CH3:19])([CH3:18])[C:15]([CH3:21])([CH3:20])[O:14]2)[O:17][C:16]([CH3:19])([CH3:18])[C:15]([CH3:21])([CH3:20])[O:14]1.C([O-])(=O)C.[K+]. Product: [Cl:12][C:7]1[CH:8]=[N:9][C:10]2[C:5]([CH:6]=1)=[CH:4][CH:3]=[C:2]([B:13]1[O:17][C:16]([CH3:19])([CH3:18])[C:15]([CH3:21])([CH3:20])[O:14]1)[CH:11]=2. The catalyst class is: 203. (3) Reactant: C(OC(=O)[NH:5][C:6]1[N:15]([CH:16]([C:18]2[CH:23]=[CH:22][C:21]([O:24][CH2:25][C:26]3[CH:31]=[CH:30][C:29]([C:32]([F:35])([F:34])[F:33])=[CH:28][CH:27]=3)=[C:20]([O:36][CH3:37])[CH:19]=2)[CH3:17])[C:9]2=[N:10][CH:11]=[C:12]([I:14])[CH:13]=[C:8]2[N:7]=1)C.[O-]P([O-])([O-])=O.[K+].[K+].[K+]. Product: [I:14][C:12]1[CH:13]=[C:8]2[N:7]=[C:6]([NH2:5])[N:15]([CH:16]([C:18]3[CH:23]=[CH:22][C:21]([O:24][CH2:25][C:26]4[CH:31]=[CH:30][C:29]([C:32]([F:34])([F:35])[F:33])=[CH:28][CH:27]=4)=[C:20]([O:36][CH3:37])[CH:19]=3)[CH3:17])[C:9]2=[N:10][CH:11]=1. The catalyst class is: 40. (4) Reactant: [CH2:1]([O:9][C:10](=[O:20])[CH:11]([C:14]1[CH:19]=[CH:18][CH:17]=[CH:16][CH:15]=1)[CH2:12][OH:13])[CH2:2][CH2:3][CH2:4][CH2:5][CH2:6][CH2:7][CH3:8].N1C=CC=CC=1.[C:27](Cl)(=[O:29])[CH3:28]. Product: [CH2:1]([O:9][C:10](=[O:20])[CH:11]([C:14]1[CH:15]=[CH:16][CH:17]=[CH:18][CH:19]=1)[CH2:12][O:13][C:27](=[O:29])[CH3:28])[CH2:2][CH2:3][CH2:4][CH2:5][CH2:6][CH2:7][CH3:8]. The catalyst class is: 11. (5) Reactant: [Cl:1][C:2]1[C:10]2[N:9]=[C:8]3[N:11]([C:15]4[CH:20]=[CH:19][C:18]([O:21][CH3:22])=[CH:17][C:16]=4[CH3:23])[CH2:12][CH2:13][CH2:14][N:7]3[C:6]=2[C:5]([CH:24]([CH:26]2[CH2:28][CH2:27]2)[OH:25])=[CH:4][CH:3]=1.C(P(CCCC)CCCC)CCC.N(C(N1CCCCC1)=O)=NC(N1CCCCC1)=O.[F:60][C:61]([F:65])([F:64])[CH2:62]O. Product: [Cl:1][C:2]1[C:10]2[N:9]=[C:8]3[N:11]([C:15]4[CH:20]=[CH:19][C:18]([O:21][CH3:22])=[CH:17][C:16]=4[CH3:23])[CH2:12][CH2:13][CH2:14][N:7]3[C:6]=2[C:5]([CH:24]([CH:26]2[CH2:28][CH2:27]2)[O:25][CH2:62][C:61]([F:65])([F:64])[F:60])=[CH:4][CH:3]=1. The catalyst class is: 7. (6) Reactant: [I:1]I.N1C=CN=C1.[C:8]([O:12][C:13](=[O:22])[NH:14][C@H:15]([CH2:19][O:20][CH3:21])[CH2:16][CH2:17]O)([CH3:11])([CH3:10])[CH3:9]. Product: [C:8]([O:12][C:13](=[O:22])[NH:14][C@H:15]([CH2:19][O:20][CH3:21])[CH2:16][CH2:17][I:1])([CH3:11])([CH3:10])[CH3:9]. The catalyst class is: 4.